From a dataset of Catalyst prediction with 721,799 reactions and 888 catalyst types from USPTO. Predict which catalyst facilitates the given reaction. Reactant: [C:1]([O:4][C@H:5]1[CH2:22][CH2:21][C@@:20]2([CH3:23])[C@@H:7]([CH2:8][CH2:9][C@:10]3([CH3:35])[C@@H:19]2[CH2:18][CH2:17][C@H:16]2[C@@:11]3([CH3:34])[CH2:12][CH2:13][C@@:14]3([C:31]([OH:33])=O)[CH2:26][CH2:25][C@@H:24]([C:27]4([CH3:30])[CH2:29][CH2:28]4)[C@@H:15]32)[C:6]1([CH3:37])[CH3:36])(=[O:3])[CH3:2].O1C=CC=C1Cl.[C:44]1([C:50]2[N:54]=[C:53]([C@@H:55]3[CH2:59][CH2:58][CH2:57][NH:56]3)[O:52][N:51]=2)[CH:49]=[CH:48][CH:47]=[CH:46][CH:45]=1. Product: [C:1]([O:4][C@H:5]1[CH2:22][CH2:21][C@@:20]2([CH3:23])[C@@H:7]([CH2:8][CH2:9][C@:10]3([CH3:35])[C@@H:19]2[CH2:18][CH2:17][C@H:16]2[C@@:11]3([CH3:34])[CH2:12][CH2:13][C@@:14]3([C:31]([N:56]4[CH2:57][CH2:58][CH2:59][C@@H:55]4[C:53]4[O:52][N:51]=[C:50]([C:44]5[CH:49]=[CH:48][CH:47]=[CH:46][CH:45]=5)[N:54]=4)=[O:33])[CH2:26][CH2:25][C@@H:24]([C:27]4([CH3:30])[CH2:28][CH2:29]4)[C@@H:15]32)[C:6]1([CH3:37])[CH3:36])(=[O:3])[CH3:2]. The catalyst class is: 2.